Dataset: Full USPTO retrosynthesis dataset with 1.9M reactions from patents (1976-2016). Task: Predict the reactants needed to synthesize the given product. (1) The reactants are: Br[C:2]1[CH:3]=[CH:4][C:5]([F:19])=[C:6]([C:8]2[N:13]=[C:12]([C:14]([O:16][CH2:17][CH3:18])=[O:15])[CH:11]=[CH:10][CH:9]=2)[CH:7]=1.[C:20]([C@:22]1([OH:29])[CH2:26][CH2:25][N:24]([CH3:27])[C:23]1=[O:28])#[CH:21]. Given the product [F:19][C:5]1[CH:4]=[CH:3][C:2]([C:21]#[C:20][C@:22]2([OH:29])[CH2:26][CH2:25][N:24]([CH3:27])[C:23]2=[O:28])=[CH:7][C:6]=1[C:8]1[N:13]=[C:12]([C:14]([O:16][CH2:17][CH3:18])=[O:15])[CH:11]=[CH:10][CH:9]=1, predict the reactants needed to synthesize it. (2) Given the product [N:34]1([C:24]2[C:25]([CH3:27])=[CH:26][N:21]([CH2:20][CH2:19][CH2:18][CH2:17][N:14]3[CH2:15][CH2:16][N:11]([C:9]4[CH:8]=[C:7]([C:30]([F:33])([F:32])[F:31])[N:6]=[C:5]([C:1]([CH3:4])([CH3:3])[CH3:2])[N:10]=4)[CH2:12][CH2:13]3)[C:22](=[O:29])[N:23]=2)[CH2:37][CH2:36][CH2:35]1, predict the reactants needed to synthesize it. The reactants are: [C:1]([C:5]1[N:10]=[C:9]([N:11]2[CH2:16][CH2:15][N:14]([CH2:17][CH2:18][CH2:19][CH2:20][N:21]3[CH:26]=[C:25]([CH3:27])[C:24](=S)[NH:23][C:22]3=[O:29])[CH2:13][CH2:12]2)[CH:8]=[C:7]([C:30]([F:33])([F:32])[F:31])[N:6]=1)([CH3:4])([CH3:3])[CH3:2].[NH:34]1[CH2:37][CH2:36][CH2:35]1. (3) Given the product [CH3:14][C:12]([O:15][C:16]([N:18]1[CH2:23][CH2:22][C:21]([CH2:6][C:5]2[CH:9]=[CH:10][C:2]([F:1])=[CH:3][CH:4]=2)([OH:24])[CH2:20][CH2:19]1)=[O:17])([CH3:11])[CH3:13], predict the reactants needed to synthesize it. The reactants are: [F:1][C:2]1[CH:10]=[CH:9][C:5]([CH2:6][Mg]Cl)=[CH:4][CH:3]=1.[CH3:11][C:12]([O:15][C:16]([N:18]1[CH2:23][CH2:22][C:21](=[O:24])[CH2:20][CH2:19]1)=[O:17])([CH3:14])[CH3:13].